Dataset: Full USPTO retrosynthesis dataset with 1.9M reactions from patents (1976-2016). Task: Predict the reactants needed to synthesize the given product. (1) Given the product [Cl:8][C:9]1[CH:26]=[CH:25][C:12]([CH2:13][N:14]2[C:19]3[CH:20]=[CH:21][NH:22][C:18]=3[C:17](=[O:23])[NH:16][C:15]2=[S:24])=[C:11]([CH:10]=1)[CH:27]=[O:28], predict the reactants needed to synthesize it. The reactants are: C(O)(C(F)(F)F)=O.[Cl:8][C:9]1[CH:26]=[CH:25][C:12]([CH2:13][N:14]2[C:19]3[CH:20]=[CH:21][NH:22][C:18]=3[C:17](=[O:23])[NH:16][C:15]2=[S:24])=[C:11]([CH:27](OCC)[O:28]CC)[CH:10]=1. (2) Given the product [O:17]1[C:21]2[CH:22]=[CH:23][CH:24]=[CH:25][C:20]=2[CH:19]=[C:18]1[C:2]1[CH:3]=[C:4]2[C:9](=[CH:10][CH:11]=1)[C:8]([CH3:12])=[C:7]([O:13][CH2:14][C:15]#[N:16])[CH:6]=[CH:5]2, predict the reactants needed to synthesize it. The reactants are: Br[C:2]1[CH:3]=[C:4]2[C:9](=[CH:10][CH:11]=1)[C:8]([CH3:12])=[C:7]([O:13][CH2:14][C:15]#[N:16])[CH:6]=[CH:5]2.[O:17]1[C:21]2[CH:22]=[CH:23][CH:24]=[CH:25][C:20]=2[CH:19]=[C:18]1B(O)O.ClCCl.C(=O)([O-])[O-].[K+].[K+]. (3) The reactants are: Cl[C:2]1[C:7]([N+:8]([O-:10])=[O:9])=[CH:6][CH:5]=[C:4]([Cl:11])[N:3]=1.CCN(C(C)C)C(C)C.[CH:21]([O:24][C:25]1[NH:29][N:28]=[C:27]([NH2:30])[CH:26]=1)([CH3:23])[CH3:22]. Given the product [Cl:11][C:4]1[N:3]=[C:2]([NH:30][C:27]2[CH:26]=[C:25]([O:24][CH:21]([CH3:23])[CH3:22])[NH:29][N:28]=2)[C:7]([N+:8]([O-:10])=[O:9])=[CH:6][CH:5]=1, predict the reactants needed to synthesize it. (4) Given the product [CH2:1]([O:8][C:9]1[CH:18]=[C:17]2[C:12]([C:13]([O:19][C:34]3[CH:39]=[CH:38][C:37]([N+:40]([O-:42])=[O:41])=[CH:36][C:35]=3[F:43])=[CH:14][CH:15]=[N:16]2)=[CH:11][C:10]=1[O:20][CH3:21])[C:2]1[CH:3]=[CH:4][CH:5]=[CH:6][CH:7]=1, predict the reactants needed to synthesize it. The reactants are: [CH2:1]([O:8][C:9]1[CH:18]=[C:17]2[C:12]([C:13]([OH:19])=[CH:14][CH:15]=[N:16]2)=[CH:11][C:10]=1[O:20][CH3:21])[C:2]1[CH:7]=[CH:6][CH:5]=[CH:4][CH:3]=1.CN(C=O)C.C(=O)([O-])[O-].[Cs+].[Cs+].F[C:34]1[CH:39]=[CH:38][C:37]([N+:40]([O-:42])=[O:41])=[CH:36][C:35]=1[F:43].